Dataset: Aqueous solubility values for 9,982 compounds from the AqSolDB database. Task: Regression/Classification. Given a drug SMILES string, predict its absorption, distribution, metabolism, or excretion properties. Task type varies by dataset: regression for continuous measurements (e.g., permeability, clearance, half-life) or binary classification for categorical outcomes (e.g., BBB penetration, CYP inhibition). For this dataset (solubility_aqsoldb), we predict Y. (1) The drug is CC(C)(N)CO.CCCCCCCCCCCCc1ccccc1S(=O)(=O)O. The Y is 0.214 log mol/L. (2) The molecule is C=CCCCCC. The Y is -3.73 log mol/L. (3) The drug is CCNc1nc(NC(C)C)nc(OC)n1. The Y is -2.07 log mol/L. (4) The drug is COCOC. The Y is 0.506 log mol/L. (5) The drug is Brc1cc(Br)cc(Br)c1. The Y is -5.60 log mol/L.